Task: Predict the reaction yield, written as a fraction of the theoretical maximum amount of product (1.0 means a 100% yield; for example, 0.34 means a 34% yield).. Dataset: Reaction yield outcomes from USPTO patents with 853,638 reactions (1) The reactants are [N:1]1[CH:6]=[CH:5][CH:4]=[C:3]([NH:7][C:8]2([C:32]#[N:33])[CH2:13][CH2:12][N:11]([C:14]3[CH:19]=[CH:18][C:17]([N:20]4[CH2:24][C@H:23]([CH2:25][NH:26][C:27](=O)[CH3:28])[O:22][C:21]4=[O:30])=[CH:16][C:15]=3[F:31])[CH2:10][CH2:9]2)[CH:2]=1.COC1C=CC(P2(SP(C3C=CC(OC)=CC=3)(=S)S2)=[S:43])=CC=1. No catalyst specified. The product is [N:1]1[CH:6]=[CH:5][CH:4]=[C:3]([NH:7][C:8]2([C:32]#[N:33])[CH2:13][CH2:12][N:11]([C:14]3[CH:19]=[CH:18][C:17]([N:20]4[CH2:24][C@H:23]([CH2:25][NH:26][C:27](=[S:43])[CH3:28])[O:22][C:21]4=[O:30])=[CH:16][C:15]=3[F:31])[CH2:10][CH2:9]2)[CH:2]=1. The yield is 0.580. (2) The reactants are [Si:1]([CH:18]([OH:25])[C@H:19]1[O:23][C:22](=[O:24])[CH2:21][CH2:20]1)([C:14]([CH3:17])([CH3:16])[CH3:15])([C:8]1[CH:13]=[CH:12][CH:11]=[CH:10][CH:9]=1)[C:2]1[CH:7]=[CH:6][CH:5]=[CH:4][CH:3]=1.C[Si]([N-][Si](C)(C)C)(C)C.[Li+].[Si](Cl)(C)(C)C.[C:41]1([Se:47]Br)[CH:46]=[CH:45][CH:44]=[CH:43][CH:42]=1. The catalyst is C1COCC1.CCOCC. The product is [Si:1]([CH:18]([OH:25])[C@H:19]1[O:23][C:22](=[O:24])[C@H:21]([Se:47][C:41]2[CH:46]=[CH:45][CH:44]=[CH:43][CH:42]=2)[CH2:20]1)([C:14]([CH3:17])([CH3:15])[CH3:16])([C:8]1[CH:13]=[CH:12][CH:11]=[CH:10][CH:9]=1)[C:2]1[CH:7]=[CH:6][CH:5]=[CH:4][CH:3]=1. The yield is 0.590. (3) The reactants are [CH2:1]([O:3][C:4](=[O:26])[C:5](=P(C1C=CC=CC=1)(C1C=CC=CC=1)C1C=CC=CC=1)[CH3:6])[CH3:2].[CH2:27](O)[CH:28]=[O:29]. The catalyst is C(Cl)Cl. The product is [CH2:1]([O:3][C:4](=[O:26])[C:5]([CH3:6])=[CH:27][CH2:28][OH:29])[CH3:2]. The yield is 0.900. (4) The catalyst is CN(C1C=CN=CC=1)C.C1(C)C=CC=CC=1. The product is [C:1]([N:8]1[CH2:12][C@@H:11]([N:13]([C:22](=[O:27])[C:23]([CH3:26])([CH3:24])[CH3:25])[CH:14]2[CH2:19][CH2:18][C:17]([CH3:21])([CH3:20])[CH2:16][CH2:15]2)[CH2:10][C@H:9]1[C:28]1[O:33][CH2:32][CH2:31][N:30]=1)([O:3][C:4]([CH3:7])([CH3:5])[CH3:6])=[O:2]. The reactants are [C:1]([N:8]1[CH2:12][C@@H:11]([N:13]([C:22](=[O:27])[C:23]([CH3:26])([CH3:25])[CH3:24])[CH:14]2[CH2:19][CH2:18][C:17]([CH3:21])([CH3:20])[CH2:16][CH2:15]2)[CH2:10][C@H:9]1[C:28]([NH:30][CH2:31][CH2:32][OH:33])=O)([O:3][C:4]([CH3:7])([CH3:6])[CH3:5])=[O:2].CCN(C(C)C)C(C)C.C(Cl)(Cl)=O. The yield is 0.620. (5) The reactants are C([N:8]1[CH2:14][C:13]2[N:15]=[CH:16][C:17]([N:19]3[CH2:23][CH2:22][CH2:21][CH:20]3[CH3:24])=[N:18][C:12]=2[O:11][CH2:10][CH2:9]1)C1C=CC=CC=1.C(OCC)(=O)C.[ClH:31]. The catalyst is CO.[OH-].[OH-].[Pd+2]. The product is [ClH:31].[CH3:24][CH:20]1[CH2:21][CH2:22][CH2:23][N:19]1[C:17]1[CH:16]=[N:15][C:13]2[CH2:14][NH:8][CH2:9][CH2:10][O:11][C:12]=2[N:18]=1. The yield is 0.710.